This data is from Peptide-MHC class II binding affinity with 134,281 pairs from IEDB. The task is: Regression. Given a peptide amino acid sequence and an MHC pseudo amino acid sequence, predict their binding affinity value. This is MHC class II binding data. (1) The peptide sequence is VQTAVDFGNSYIAEM. The MHC is HLA-DQA10303-DQB10402 with pseudo-sequence HLA-DQA10303-DQB10402. The binding affinity (normalized) is 0. (2) The peptide sequence is VKEIPPRLLYAKSSP. The MHC is DRB5_0101 with pseudo-sequence DRB5_0101. The binding affinity (normalized) is 0.356. (3) The peptide sequence is NKVKSLRILNTRRKL. The MHC is DRB1_0301 with pseudo-sequence DRB1_0301. The binding affinity (normalized) is 0.485. (4) The peptide sequence is AALPAVGAAAGAPAA. The MHC is DRB1_0901 with pseudo-sequence DRB1_0901. The binding affinity (normalized) is 0.805. (5) The peptide sequence is KSTNGLRIKSYEDAK. The MHC is DRB1_0701 with pseudo-sequence DRB1_0701. The binding affinity (normalized) is 0.429. (6) The peptide sequence is RPLWIIFSGNMNIKL. The MHC is HLA-DQA10301-DQB10302 with pseudo-sequence HLA-DQA10301-DQB10302. The binding affinity (normalized) is 0.367. (7) The peptide sequence is KSKPKVYQWFDLR. The MHC is DRB3_0101 with pseudo-sequence DRB3_0101. The binding affinity (normalized) is 0. (8) The peptide sequence is TALTGAMRVTKDTND. The MHC is HLA-DQA10103-DQB10603 with pseudo-sequence HLA-DQA10103-DQB10603. The binding affinity (normalized) is 0.275. (9) The peptide sequence is SEFAYGSFVRTVSLP. The MHC is DRB1_1101 with pseudo-sequence DRB1_1101. The binding affinity (normalized) is 0.685.